Dataset: NCI-60 drug combinations with 297,098 pairs across 59 cell lines. Task: Regression. Given two drug SMILES strings and cell line genomic features, predict the synergy score measuring deviation from expected non-interaction effect. (1) Drug 1: CC12CCC3C(C1CCC2=O)CC(=C)C4=CC(=O)C=CC34C. Drug 2: C1=NC(=NC(=O)N1C2C(C(C(O2)CO)O)O)N. Cell line: SK-MEL-2. Synergy scores: CSS=40.0, Synergy_ZIP=0.889, Synergy_Bliss=3.38, Synergy_Loewe=-2.66, Synergy_HSA=3.39. (2) Drug 1: C1=CC=C(C(=C1)C(C2=CC=C(C=C2)Cl)C(Cl)Cl)Cl. Drug 2: CC12CCC3C(C1CCC2O)C(CC4=C3C=CC(=C4)O)CCCCCCCCCS(=O)CCCC(C(F)(F)F)(F)F. Cell line: CAKI-1. Synergy scores: CSS=3.42, Synergy_ZIP=0.273, Synergy_Bliss=3.27, Synergy_Loewe=-2.56, Synergy_HSA=-1.15. (3) Drug 1: CC1CCC2CC(C(=CC=CC=CC(CC(C(=O)C(C(C(=CC(C(=O)CC(OC(=O)C3CCCCN3C(=O)C(=O)C1(O2)O)C(C)CC4CCC(C(C4)OC)O)C)C)O)OC)C)C)C)OC. Drug 2: CC(C)(C#N)C1=CC(=CC(=C1)CN2C=NC=N2)C(C)(C)C#N. Cell line: SK-MEL-5. Synergy scores: CSS=3.02, Synergy_ZIP=1.37, Synergy_Bliss=4.82, Synergy_Loewe=3.90, Synergy_HSA=1.60. (4) Drug 1: C1=NC2=C(N=C(N=C2N1C3C(C(C(O3)CO)O)O)F)N. Drug 2: CC=C1C(=O)NC(C(=O)OC2CC(=O)NC(C(=O)NC(CSSCCC=C2)C(=O)N1)C(C)C)C(C)C. Cell line: HCT-15. Synergy scores: CSS=3.16, Synergy_ZIP=1.02, Synergy_Bliss=3.91, Synergy_Loewe=1.49, Synergy_HSA=1.30.